From a dataset of Catalyst prediction with 721,799 reactions and 888 catalyst types from USPTO. Predict which catalyst facilitates the given reaction. (1) Product: [N:8]([CH2:2][C:3]([O:5][CH2:6][CH3:7])=[O:4])=[N+:9]=[N-:10]. The catalyst class is: 10. Reactant: Br[CH2:2][C:3]([O:5][CH2:6][CH3:7])=[O:4].[N-:8]=[N+:9]=[N-:10].[Na+].O. (2) Reactant: C(OC([N:8]1[CH2:12][CH2:11][CH:10]([O:13][C:14]([N:16]2[CH2:21][CH2:20][CH:19]([O:22][C:23]3[CH:28]=[C:27]([N:29]4[C:37]5[C:32](=[CH:33][C:34]([S:38]([CH3:41])(=[O:40])=[O:39])=[CH:35][CH:36]=5)[CH2:31][CH2:30]4)[N:26]=[CH:25][N:24]=3)[CH2:18][CH2:17]2)=[O:15])[CH2:9]1)=O)(C)(C)C.C(O)(C(F)(F)F)=O. Product: [NH:8]1[CH2:12][CH2:11][CH:10]([O:13][C:14]([N:16]2[CH2:21][CH2:20][CH:19]([O:22][C:23]3[CH:28]=[C:27]([N:29]4[C:37]5[C:32](=[CH:33][C:34]([S:38]([CH3:41])(=[O:40])=[O:39])=[CH:35][CH:36]=5)[CH2:31][CH2:30]4)[N:26]=[CH:25][N:24]=3)[CH2:18][CH2:17]2)=[O:15])[CH2:9]1. The catalyst class is: 2. (3) Reactant: [Br:1][C:2]1[CH:7]=[CH:6][C:5]([C:8]2[NH:14][C:13](=[O:15])[C:10]3([CH2:12][CH2:11]3)[N:9]=2)=[CH:4][CH:3]=1.Br[CH2:17][CH:18]1[CH2:21][N:20]([C:22]([O:24][C:25]([CH3:28])([CH3:27])[CH3:26])=[O:23])[CH2:19]1.C([O-])([O-])=O.[Cs+].[Cs+]. Product: [Br:1][C:2]1[CH:7]=[CH:6][C:5]([C:8]2[N:14]([CH2:17][CH:18]3[CH2:21][N:20]([C:22]([O:24][C:25]([CH3:26])([CH3:28])[CH3:27])=[O:23])[CH2:19]3)[C:13](=[O:15])[C:10]3([CH2:11][CH2:12]3)[N:9]=2)=[CH:4][CH:3]=1. The catalyst class is: 3. (4) Product: [CH3:49][C:43]1[CH:44]=[C:45]([CH3:48])[CH:46]=[CH:47][C:42]=1[CH:35]([C:36]1[CH:41]=[CH:40][CH:39]=[CH:38][CH:37]=1)[NH:34][C:32](=[O:33])[CH3:31]. Reactant: COC(C)(C)CO.C(O)(C(F)(F)F)=O.CC1C(C(O)C2OC3C=CC([CH2:31][C:32]([NH:34][CH:35]([C:42]4[CH:47]=[CH:46][C:45]([CH3:48])=[CH:44][C:43]=4[CH3:49])[C:36]4[CH:41]=[CH:40][CH:39]=[CH:38][CH:37]=4)=[O:33])=CC=3C=2)=C(C)ON=1. The catalyst class is: 2. (5) Reactant: [CH3:1][O:2][C:3](=[O:48])[CH2:4][CH2:5][CH2:6][C:7]1[CH:12]=[CH:11][CH:10]=[C:9]([CH:13]2[CH:17](O)[CH2:16][CH:15]([O:19][Si:20]([C:23]([CH3:26])([CH3:25])[CH3:24])([CH3:22])[CH3:21])[CH:14]2[CH:27]=[CH:28][CH:29]([O:36][Si:37]([C:40]([CH3:43])([CH3:42])[CH3:41])([CH3:39])[CH3:38])[CH:30]([CH3:35])[CH2:31][C:32]#[C:33][CH3:34])[C:8]=1[O:44][CH2:45][O:46][CH3:47].C1(P(C2C=CC=CC=2)C2C=CC=CC=2)C=CC=CC=1.N1C=CC=CC=1.C(Cl)(Cl)(Cl)[Cl:75]. Product: [CH3:1][O:2][C:3](=[O:48])[CH2:4][CH2:5][CH2:6][C:7]1[CH:12]=[CH:11][CH:10]=[C:9]([CH:13]2[CH:17]([Cl:75])[CH2:16][CH:15]([O:19][Si:20]([C:23]([CH3:26])([CH3:25])[CH3:24])([CH3:22])[CH3:21])[CH:14]2[CH:27]=[CH:28][CH:29]([O:36][Si:37]([C:40]([CH3:43])([CH3:42])[CH3:41])([CH3:39])[CH3:38])[CH:30]([CH3:35])[CH2:31][C:32]#[C:33][CH3:34])[C:8]=1[O:44][CH2:45][O:46][CH3:47]. The catalyst class is: 23. (6) Reactant: [CH3:1][O:2][CH2:3][CH2:4][O:5][C:6]1[CH:11]=[CH:10][N:9]2[C:12]([C:15]([OH:17])=O)=[CH:13][N:14]=[C:8]2[CH:7]=1.C(Cl)(=O)C(Cl)=O.[CH2:24]([N:31]1[C:39]2[CH:38]=[CH:37][CH:36]=[C:35]([NH2:40])[C:34]=2[C:33]([CH2:41][CH3:42])=[N:32]1)[C:25]1[CH:30]=[CH:29][CH:28]=[CH:27][CH:26]=1.C(N(CC)CC)C. Product: [CH2:24]([N:31]1[C:39]2[C:34](=[C:35]([NH:40][C:15]([C:12]3[N:9]4[CH:10]=[CH:11][C:6]([O:5][CH2:4][CH2:3][O:2][CH3:1])=[CH:7][C:8]4=[N:14][CH:13]=3)=[O:17])[CH:36]=[CH:37][CH:38]=2)[C:33]([CH2:41][CH3:42])=[N:32]1)[C:25]1[CH:26]=[CH:27][CH:28]=[CH:29][CH:30]=1. The catalyst class is: 120. (7) Reactant: [CH3:1][O:2][C:3]1[C:4](=[O:9])[NH:5][CH:6]=[CH:7][CH:8]=1.[H-].[Na+].Br[CH2:13][CH2:14][CH2:15][CH2:16][Cl:17]. Product: [Cl:17][CH2:16][CH2:15][CH2:14][CH2:13][N:5]1[CH:6]=[CH:7][CH:8]=[C:3]([O:2][CH3:1])[C:4]1=[O:9]. The catalyst class is: 9.